This data is from Peptide-MHC class I binding affinity with 185,985 pairs from IEDB/IMGT. The task is: Regression. Given a peptide amino acid sequence and an MHC pseudo amino acid sequence, predict their binding affinity value. This is MHC class I binding data. (1) The peptide sequence is CELSSHGDL. The MHC is HLA-A24:03 with pseudo-sequence HLA-A24:03. The binding affinity (normalized) is 0.213. (2) The peptide sequence is HFRGFSKSI. The MHC is HLA-A01:01 with pseudo-sequence HLA-A01:01. The binding affinity (normalized) is 0. (3) The peptide sequence is DLVLFDLDE. The MHC is HLA-A02:01 with pseudo-sequence HLA-A02:01. The binding affinity (normalized) is 0. (4) The peptide sequence is GPEGPLGQL. The MHC is HLA-B58:01 with pseudo-sequence HLA-B58:01. The binding affinity (normalized) is 0.213. (5) The peptide sequence is AYKKQFSQY. The MHC is HLA-B27:03 with pseudo-sequence HLA-B27:03. The binding affinity (normalized) is 0.0847. (6) The peptide sequence is FLGKIWPS. The MHC is HLA-A02:11 with pseudo-sequence HLA-A02:11. The binding affinity (normalized) is 1.00. (7) The binding affinity (normalized) is 0. The peptide sequence is FPRGQGVPI. The MHC is HLA-A02:03 with pseudo-sequence HLA-A02:03.